This data is from Forward reaction prediction with 1.9M reactions from USPTO patents (1976-2016). The task is: Predict the product of the given reaction. (1) Given the reactants [C:1]1(=[O:11])[C:10]2[C:5](=[CH:6][CH:7]=[CH:8][CH:9]=2)[CH2:4][CH2:3][NH:2]1.[Cl:12][C:13]1[CH:18]=[CH:17][CH:16]=[C:15](I)[CH:14]=1.C([O-])([O-])=O.[K+].[K+].CN(C)C=O, predict the reaction product. The product is: [Cl:12][C:13]1[CH:14]=[C:15]([N:2]2[CH2:3][CH2:4][C:5]3[C:10](=[CH:9][CH:8]=[CH:7][CH:6]=3)[C:1]2=[O:11])[CH:16]=[CH:17][CH:18]=1. (2) Given the reactants [F:1][C:2]1[CH:3]=[C:4]([C:14]2[CH:19]=[C:18]([C:20]([F:23])([F:22])[F:21])[CH:17]=[CH:16][C:15]=2[O:24][CH2:25][C:26]([O:28]C)=[O:27])[CH:5]=[CH:6][C:7]=1[S:8]([CH:11]([CH3:13])[CH3:12])(=[O:10])=[O:9].CO, predict the reaction product. The product is: [F:1][C:2]1[CH:3]=[C:4]([C:14]2[CH:19]=[C:18]([C:20]([F:23])([F:22])[F:21])[CH:17]=[CH:16][C:15]=2[O:24][CH2:25][C:26]([OH:28])=[O:27])[CH:5]=[CH:6][C:7]=1[S:8]([CH:11]([CH3:13])[CH3:12])(=[O:10])=[O:9]. (3) Given the reactants Br[C:2]1[CH:7]=[CH:6][C:5]([N:8]2[C:12]([CH2:13][C@H:14]3[CH2:18][CH2:17][N:16]([C:19]([CH:21]4[CH2:23][CH2:22]4)=[O:20])[CH2:15]3)=[N:11][NH:10][C:9]2=[O:24])=[CH:4][CH:3]=1.CC1(C)C(C)(C)OB([C:33]2[CH:34]=[CH:35][C:36]3[O:40][CH:39]=[CH:38][C:37]=3[CH:41]=2)O1.C(=O)([O-])[O-].[K+].[K+], predict the reaction product. The product is: [O:40]1[C:36]2[CH:35]=[CH:34][C:33]([C:2]3[CH:7]=[CH:6][C:5]([N:8]4[C:12]([CH2:13][C@H:14]5[CH2:18][CH2:17][N:16]([C:19]([CH:21]6[CH2:23][CH2:22]6)=[O:20])[CH2:15]5)=[N:11][NH:10][C:9]4=[O:24])=[CH:4][CH:3]=3)=[CH:41][C:37]=2[CH:38]=[CH:39]1.